Dataset: Full USPTO retrosynthesis dataset with 1.9M reactions from patents (1976-2016). Task: Predict the reactants needed to synthesize the given product. Given the product [Cl:1][C:2]1[CH:7]=[CH:6][C:5]([C:8]2[C:9]3[C:25]([CH3:26])=[C:24]([CH3:27])[S:23][C:10]=3[C:11]3[C:21]([CH3:22])=[N:20][O:19][C:12]=3[C@H:13]([CH2:15][C:16](=[S:37])[NH2:18])[N:14]=2)=[CH:4][CH:3]=1, predict the reactants needed to synthesize it. The reactants are: [Cl:1][C:2]1[CH:7]=[CH:6][C:5]([C:8]2[C:9]3[C:25]([CH3:26])=[C:24]([CH3:27])[S:23][C:10]=3[C:11]3[C:21]([CH3:22])=[N:20][O:19][C:12]=3[C@H:13]([CH2:15][C:16]([NH2:18])=O)[N:14]=2)=[CH:4][CH:3]=1.COC1C=CC(P2(SP(C3C=CC(OC)=CC=3)(=S)S2)=[S:37])=CC=1.